From a dataset of Reaction yield outcomes from USPTO patents with 853,638 reactions. Predict the reaction yield, written as a fraction of the theoretical maximum amount of product (1.0 means a 100% yield; for example, 0.34 means a 34% yield). (1) The reactants are C(O[K])(C)(C)C.C1(C)C=CC(S([CH2:16][N+:17]#[C-])(=O)=O)=CC=1.[CH2:20]([N:27]1[CH:31]=[C:30]([CH:32]=O)[C:29]([O:34][CH2:35][C:36]2[CH:41]=[CH:40][CH:39]=[CH:38][CH:37]=2)=[N:28]1)[C:21]1[CH:26]=[CH:25][CH:24]=[CH:23][CH:22]=1.[Cl-].[NH4+]. The catalyst is C(COC)OC.CO. The product is [CH2:20]([N:27]1[CH:31]=[C:30]([CH2:32][C:16]#[N:17])[C:29]([O:34][CH2:35][C:36]2[CH:41]=[CH:40][CH:39]=[CH:38][CH:37]=2)=[N:28]1)[C:21]1[CH:26]=[CH:25][CH:24]=[CH:23][CH:22]=1. The yield is 0.860. (2) The reactants are C(OC([N:8]1[CH2:13][CH2:12][CH:11]([N:14]2[C:19](=[O:20])[CH2:18][O:17][C:16]3[CH:21]=[CH:22][CH:23]=[N:24][C:15]2=3)[CH2:10][CH2:9]1)=O)(C)(C)C.C(O)(C(F)(F)F)=O. The catalyst is C(Cl)Cl. The product is [NH:8]1[CH2:9][CH2:10][CH:11]([N:14]2[C:19](=[O:20])[CH2:18][O:17][C:16]3[CH:21]=[CH:22][CH:23]=[N:24][C:15]2=3)[CH2:12][CH2:13]1. The yield is 0.940.